Task: Predict the reaction yield, written as a fraction of the theoretical maximum amount of product (1.0 means a 100% yield; for example, 0.34 means a 34% yield).. Dataset: Reaction yield outcomes from USPTO patents with 853,638 reactions (1) The catalyst is CN(C=O)C.O. The yield is 0.770. The reactants are [C:1]1([C:7]2[NH:11][N:10]=[C:9]([C:12]([NH:14][CH2:15][C:16]([OH:18])=O)=[O:13])[CH:8]=2)[CH:6]=[CH:5][CH:4]=[CH:3][CH:2]=1.CCN(C(C)C)C(C)C.C1C=CC2N(O)N=NC=2C=1.CCN=C=NCCCN(C)C.Cl.Cl.Cl.[CH3:52][C:53]1[C:58]([CH3:59])=[CH:57][CH:56]=[CH:55][C:54]=1[NH:60][CH:61]1[CH2:66][CH2:65][NH:64][CH2:63][CH2:62]1. The product is [CH3:52][C:53]1[C:58]([CH3:59])=[CH:57][CH:56]=[CH:55][C:54]=1[NH:60][CH:61]1[CH2:66][CH2:65][N:64]([C:16](=[O:18])[CH2:15][NH:14][C:12]([C:9]2[CH:8]=[C:7]([C:1]3[CH:2]=[CH:3][CH:4]=[CH:5][CH:6]=3)[NH:11][N:10]=2)=[O:13])[CH2:63][CH2:62]1. (2) The reactants are [H-].[Na+].[CH2:3]([O:7][C:8]1[CH:13]=[CH:12][C:11]([S:14]([NH:17][CH3:18])(=[O:16])=[O:15])=[CH:10][CH:9]=1)[C:4]#[C:5][CH3:6].[CH2:19]([O:21][C:22]([C:24]1[C:25](Cl)=[C:26]2[C:32]([CH3:33])=[N:31][O:30][C:27]2=[N:28][CH:29]=1)=[O:23])[CH3:20]. The catalyst is CN1CCCC1=O. The yield is 0.900. The product is [CH2:19]([O:21][C:22]([C:24]1[C:25]([N:17]([S:14]([C:11]2[CH:12]=[CH:13][C:8]([O:7][CH2:3][C:4]#[C:5][CH3:6])=[CH:9][CH:10]=2)(=[O:15])=[O:16])[CH3:18])=[C:26]2[C:32]([CH3:33])=[N:31][O:30][C:27]2=[N:28][CH:29]=1)=[O:23])[CH3:20]. (3) The reactants are [CH2:1]([O:8][C:9]([NH:11][C@H:12]([C:14]1[CH:15]=[C:16]([NH:20][C:21]([O:23][CH2:24][CH2:25][C:26]2[CH:31]=[CH:30][C:29](B(O)O)=[CH:28][C:27]=2[CH3:35])=[O:22])[CH:17]=[CH:18][CH:19]=1)[CH3:13])=[O:10])[C:2]1[CH:7]=[CH:6][CH:5]=[CH:4][CH:3]=1.[NH2:36][C:37]1[CH:38]=[C:39]2[C:44](=[CH:45][CH:46]=1)[C:43]([N:47]([C:55]([O:57][C:58]([CH3:61])([CH3:60])[CH3:59])=[O:56])[C:48]([O:50][C:51]([CH3:54])([CH3:53])[CH3:52])=[O:49])=[N:42][CH:41]=[CH:40]2.O.[C:63]([OH:67])(=[O:66])[CH:64]=O. No catalyst specified. The product is [CH2:1]([O:8][C:9]([NH:11][C@H:12]([C:14]1[CH:15]=[C:16]([NH:20][C:21]([O:23][CH2:24][CH2:25][C:26]2[CH:31]=[CH:30][C:29]([CH:64]([NH:36][C:37]3[CH:38]=[C:39]4[C:44](=[CH:45][CH:46]=3)[C:43]([N:47]([C:48]([O:50][C:51]([CH3:52])([CH3:53])[CH3:54])=[O:49])[C:55]([O:57][C:58]([CH3:61])([CH3:60])[CH3:59])=[O:56])=[N:42][CH:41]=[CH:40]4)[C:63]([OH:67])=[O:66])=[CH:28][C:27]=2[CH3:35])=[O:22])[CH:17]=[CH:18][CH:19]=1)[CH3:13])=[O:10])[C:2]1[CH:7]=[CH:6][CH:5]=[CH:4][CH:3]=1. The yield is 0.630. (4) The reactants are Cl[C:2]1[CH:11]=[CH:10][N:9]=[C:8]2[C:3]=1[CH:4]=[CH:5][C:6]([C:12]([F:15])([F:14])[F:13])=[N:7]2.[F:16][C:17]1[CH:22]=[CH:21][C:20](B2OC(C)(C)C(C)(C)O2)=[CH:19][C:18]=1[C:32]1[C:33]([C:38]#[N:39])=[CH:34][CH:35]=[CH:36][CH:37]=1. No catalyst specified. The product is [F:16][C:17]1[CH:22]=[CH:21][C:20]([C:2]2[C:3]3[C:8](=[N:7][C:6]([C:12]([F:15])([F:14])[F:13])=[CH:5][CH:4]=3)[N:9]=[CH:10][CH:11]=2)=[CH:19][C:18]=1[C:32]1[C:33]([C:38]#[N:39])=[CH:34][CH:35]=[CH:36][CH:37]=1. The yield is 0.660. (5) The reactants are [CH3:1][C:2]1[C:3]([C:16]2[CH2:20][CH2:19][CH:18]([OH:21])[CH:17]=2)=[CH:4][C:5]2[C:6]([CH3:15])([CH3:14])[CH2:7][CH2:8][C:9]([CH3:13])([CH3:12])[C:10]=2[CH:11]=1.Cl[CH:23](Cl)C. The yield is 0.490. The catalyst is C(OCC)C.[Cl-].[NH4+]. The product is [CH3:1][C:2]1[C:3]([C:16]23[CH2:23][CH:17]2[CH:18]([OH:21])[CH2:19][CH2:20]3)=[CH:4][C:5]2[C:6]([CH3:15])([CH3:14])[CH2:7][CH2:8][C:9]([CH3:12])([CH3:13])[C:10]=2[CH:11]=1. (6) The product is [CH:11]([CH:14]1[C:19]2[N:20]=[CH:21][NH:22][C:18]=2[CH2:17][CH2:16][N:15]1[C:23]([O:10][CH2:9][C:4]1[CH:5]=[CH:6][CH:7]=[CH:8][N:3]=1)=[O:24])([CH3:13])[CH3:12]. The catalyst is C1COCC1. The reactants are [H-].[Na+].[N:3]1[CH:8]=[CH:7][CH:6]=[CH:5][C:4]=1[CH2:9][OH:10].[CH:11]([CH:14]1[C:19]2[N:20]=[CH:21][NH:22][C:18]=2[CH2:17][CH2:16][N:15]1[C:23](OCC(Cl)(Cl)Cl)=[O:24])([CH3:13])[CH3:12]. The yield is 0.144.